From a dataset of Full USPTO retrosynthesis dataset with 1.9M reactions from patents (1976-2016). Predict the reactants needed to synthesize the given product. Given the product [CH2:1]([O:5][CH2:6][CH2:7][O:8][C:9]1[CH:10]=[CH:11][C:12]([C:15]2[CH:16]=[CH:17][C:18]3[N:24]([CH2:25][CH:26]([CH3:27])[CH3:28])[CH2:23][CH2:22][C:21]([C:29]([NH:31][C:32]4[CH:33]=[CH:34][C:35]([S:38]([CH2:39][C:40]5[N:44]([CH2:45][CH3:46])[N:43]=[N:42][N:41]=5)=[O:56])=[CH:36][CH:37]=4)=[O:30])=[CH:20][C:19]=3[CH:47]=2)=[CH:13][CH:14]=1)[CH2:2][CH2:3][CH3:4], predict the reactants needed to synthesize it. The reactants are: [CH2:1]([O:5][CH2:6][CH2:7][O:8][C:9]1[CH:14]=[CH:13][C:12]([C:15]2[CH:16]=[CH:17][C:18]3[N:24]([CH2:25][CH:26]([CH3:28])[CH3:27])[CH2:23][CH2:22][C:21]([C:29]([NH:31][C:32]4[CH:37]=[CH:36][C:35]([S:38][CH2:39][C:40]5[N:44]([CH2:45][CH3:46])[N:43]=[N:42][N:41]=5)=[CH:34][CH:33]=4)=[O:30])=[CH:20][C:19]=3[CH:47]=2)=[CH:11][CH:10]=1)[CH2:2][CH2:3][CH3:4].ClC1C=CC=C(C(OO)=[O:56])C=1.S([O-])([O-])(=O)=S.[Na+].[Na+].